Regression/Classification. Given a drug SMILES string, predict its absorption, distribution, metabolism, or excretion properties. Task type varies by dataset: regression for continuous measurements (e.g., permeability, clearance, half-life) or binary classification for categorical outcomes (e.g., BBB penetration, CYP inhibition). For this dataset (caco2_wang), we predict Y. From a dataset of Caco-2 cell permeability data measuring drug intestinal absorption for ~900 compounds. (1) The molecule is CCCCOC(=O)COc1ccc(C(=O)CN2CCN(C3CCNCC3)CC2=O)cc1. The Y is -5.79 log Papp (cm/s). (2) The drug is Cn1c(N2CCCN(CCCN3c4ccccc4Sc4ccc(CC(=O)O)cc43)CC2)cc(=O)n(C)c1=O. The Y is -5.26 log Papp (cm/s). (3) The molecule is O=C(O)C[C@@H](c1cnc2ccccc2c1)N1CC[C@@H](CCCc2ccc3c(n2)NCCC3)C1=O. The Y is -5.69 log Papp (cm/s). (4) The drug is CC(C)n1c(/C=C/[C@H](O)C[C@H](O)CC(=O)O)c(-c2ccc(F)cc2)c2ccccc21. The Y is -5.70 log Papp (cm/s). (5) The compound is COCCn1cc(C(C(=O)NS(=O)(=O)c2ccc(C)cc2OC)c2ccc3c(c2)OCO3)c2ccc(F)cc21. The Y is -5.72 log Papp (cm/s). (6) The drug is O=C(/C=C/c1ccc(O)c2c1C(C(=O)O)C(c1ccc(O)c(O)c1)O2)OC(Cc1ccc(O)c(O)c1)C(=O)O. The Y is -7.09 log Papp (cm/s). (7) The compound is C[C@H]1C(=O)N[C@H](C)C(=O)N[C@H](C)C(=O)N(C)[C@@H](C)C(=O)N[C@H](C)C(=O)N(C)[C@@H](C)C(=O)N1C. The Y is -5.82 log Papp (cm/s). (8) The compound is Cc1cc(NS(=O)(=O)c2ccc(N)cc2)no1. The Y is -4.88 log Papp (cm/s).